Dataset: Forward reaction prediction with 1.9M reactions from USPTO patents (1976-2016). Task: Predict the product of the given reaction. (1) The product is: [CH:18]1([C:16]([NH:15][C:13]2[N:14]=[C:9]3[CH:8]=[CH:7][C:6]([O:5][C:4]4[CH:21]=[CH:22][C:23]([F:24])=[C:2]([NH:1][C:31]([C:27]5[CH:28]=[N:29][O:30][C:26]=5[CH3:25])=[O:32])[CH:3]=4)=[N:11][N:10]3[CH:12]=2)=[O:17])[CH2:20][CH2:19]1. Given the reactants [NH2:1][C:2]1[CH:3]=[C:4]([CH:21]=[CH:22][C:23]=1[F:24])[O:5][C:6]1[CH:7]=[CH:8][C:9]2[N:10]([CH:12]=[C:13]([NH:15][C:16]([CH:18]3[CH2:20][CH2:19]3)=[O:17])[N:14]=2)[N:11]=1.[CH3:25][C:26]1[O:30][N:29]=[CH:28][C:27]=1[C:31](Cl)=[O:32], predict the reaction product. (2) Given the reactants [NH2:1][C:2]1[C:11]([CH3:12])=[CH:10][CH:9]=[C:8]2[C:3]=1[CH:4]=[CH:5][N:6]=[C:7]2[NH:13][C:14]1[CH:21]=[CH:20][C:17]([C:18]#[N:19])=[CH:16][CH:15]=1.[CH3:22][O:23][C:24]1[CH:46]=[CH:45][C:27]([CH2:28][N:29]2[CH:37]=[N:36][C:35]3[C:30]2=[N:31][CH:32]=[N:33][C:34]=3[C:38]2[C:39](F)=[N:40][CH:41]=[CH:42][CH:43]=2)=[CH:26][CH:25]=1.C[Si]([N-][Si](C)(C)C)(C)C.[Li+].Cl.C([O-])(O)=O.[Na+], predict the reaction product. The product is: [CH3:22][O:23][C:24]1[CH:25]=[CH:26][C:27]([CH2:28][N:29]2[CH:37]=[N:36][C:35]3[C:30]2=[N:31][CH:32]=[N:33][C:34]=3[C:38]2[C:39]([NH:1][C:2]3[C:11]([CH3:12])=[CH:10][CH:9]=[C:8]4[C:3]=3[CH:4]=[CH:5][N:6]=[C:7]4[NH:13][C:14]3[CH:21]=[CH:20][C:17]([C:18]#[N:19])=[CH:16][CH:15]=3)=[N:40][CH:41]=[CH:42][CH:43]=2)=[CH:45][CH:46]=1. (3) The product is: [S:39]([OH:42])(=[O:41])(=[O:40])[CH3:38].[F:1][C:2]1[CH:3]=[C:4]2[C:8](=[CH:9][CH:10]=1)[NH:7][C:6](=[O:11])/[C:5]/2=[CH:12]\[C:13]1[NH:22][C:21]2[CH2:20][CH2:19][CH2:18][N:17]([CH2:23][C@H:24]([OH:32])[CH2:25][N:26]3[CH2:27][CH2:28][O:29][CH2:30][CH2:31]3)[C:16](=[O:33])[C:15]=2[C:14]=1[CH3:34]. Given the reactants [F:1][C:2]1[CH:3]=[C:4]2[C:8](=[CH:9][CH:10]=1)[NH:7][C:6](=[O:11])/[C:5]/2=[CH:12]\[C:13]1[NH:22][C:21]2[CH2:20][CH2:19][CH2:18][N:17]([CH2:23][C@H:24]([OH:32])[CH2:25][N:26]3[CH2:31][CH2:30][O:29][CH2:28][CH2:27]3)[C:16](=[O:33])[C:15]=2[C:14]=1[CH3:34].ClCCl.[CH3:38][S:39]([OH:42])(=[O:41])=[O:40], predict the reaction product. (4) Given the reactants [CH2:1]([N:3]([CH2:6][CH3:7])[CH2:4][CH3:5])[CH3:2].[CH3:8][OH:9], predict the reaction product. The product is: [CH2:1]([N:3]([CH2:6][CH3:7])[CH2:4][CH3:5])[CH3:2].[CH3:8][OH:9]. (5) Given the reactants [NH2:1][C:2]1[S:3][C:4]2[CH:10]=[C:9]([OH:11])[CH:8]=[CH:7][C:5]=2[N:6]=1.Br[CH2:13][C:14]([C:16]1[CH:21]=[CH:20][C:19]([N+:22]([O-:24])=[O:23])=[CH:18][CH:17]=1)=O, predict the reaction product. The product is: [N+:22]([C:19]1[CH:20]=[CH:21][C:16]([C:14]2[N:1]=[C:2]3[N:6]([CH:13]=2)[C:5]2[CH:7]=[CH:8][C:9]([OH:11])=[CH:10][C:4]=2[S:3]3)=[CH:17][CH:18]=1)([O-:24])=[O:23]. (6) Given the reactants Cl.O1CCOCC1.[F:8][C:9]1[CH:14]=[CH:13][C:12]([F:15])=[CH:11][C:10]=1[S:16]([NH:19][C:20]1[C:21]([F:52])=[C:22]([C:26]2[N:27]=[C:28]([C:48]([CH3:51])([CH3:50])[CH3:49])[S:29][C:30]=2[C:31]2[CH:36]=[CH:35][N:34]=[C:33]([NH:37][CH2:38][CH2:39][NH:40]C(=O)OC(C)(C)C)[N:32]=2)[CH:23]=[CH:24][CH:25]=1)(=[O:18])=[O:17].CO, predict the reaction product. The product is: [NH2:40][CH2:39][CH2:38][NH:37][C:33]1[N:32]=[C:31]([C:30]2[S:29][C:28]([C:48]([CH3:51])([CH3:49])[CH3:50])=[N:27][C:26]=2[C:22]2[C:21]([F:52])=[C:20]([NH:19][S:16]([C:10]3[CH:11]=[C:12]([F:15])[CH:13]=[CH:14][C:9]=3[F:8])(=[O:17])=[O:18])[CH:25]=[CH:24][CH:23]=2)[CH:36]=[CH:35][N:34]=1. (7) Given the reactants [C:1]([O:5][C:6]([N:8]1[CH2:13][CH2:12][C:11]([NH2:16])([C:14]#[N:15])[CH2:10][CH2:9]1)=[O:7])([CH3:4])([CH3:3])[CH3:2].F[P-](F)(F)(F)(F)F.N1(O[P+](N(C)C)(N(C)C)N(C)C)C2C=CC=CC=2N=N1.[Cl:44][C:45]1[CH:53]=[CH:52][C:48]([C:49](O)=[O:50])=[CH:47][N:46]=1, predict the reaction product. The product is: [C:1]([O:5][C:6]([N:8]1[CH2:9][CH2:10][C:11]([NH:16][C:49]([C:48]2[CH:47]=[N:46][C:45]([Cl:44])=[CH:53][CH:52]=2)=[O:50])([C:14]#[N:15])[CH2:12][CH2:13]1)=[O:7])([CH3:4])([CH3:2])[CH3:3]. (8) Given the reactants C([O:8][C:9]1[CH:18]=[C:17]2[C:12]([C:13]([C:24]3[CH:28]=[CH:27][S:26][CH:25]=3)=[CH:14][C:15]([C:19]([O:21][CH2:22][CH3:23])=[O:20])=[CH:16]2)=[CH:11][CH:10]=1)C1C=CC=CC=1.B(Br)(Br)Br, predict the reaction product. The product is: [OH:8][C:9]1[CH:18]=[C:17]2[C:12]([C:13]([C:24]3[CH:28]=[CH:27][S:26][CH:25]=3)=[CH:14][C:15]([C:19]([O:21][CH2:22][CH3:23])=[O:20])=[CH:16]2)=[CH:11][CH:10]=1.